Dataset: Reaction yield outcomes from USPTO patents with 853,638 reactions. Task: Predict the reaction yield, written as a fraction of the theoretical maximum amount of product (1.0 means a 100% yield; for example, 0.34 means a 34% yield). (1) The reactants are Br[CH2:2][C:3]1[S:7][N:6]=[C:5]([C:8]2[CH:13]=[CH:12][C:11]([Cl:14])=[CH:10][C:9]=2[O:15][CH3:16])[N:4]=1.[F:17][C:18]1[C:26]([OH:27])=[CH:25][CH:24]=[C:23]([F:28])[C:19]=1[C:20]([NH2:22])=[O:21].C(=O)([O-])[O-].[K+].[K+]. The catalyst is CN(C=O)C. The product is [Cl:14][C:11]1[CH:12]=[CH:13][C:8]([C:5]2[N:4]=[C:3]([CH2:2][O:27][C:26]3[C:18]([F:17])=[C:19]([C:23]([F:28])=[CH:24][CH:25]=3)[C:20]([NH2:22])=[O:21])[S:7][N:6]=2)=[C:9]([O:15][CH3:16])[CH:10]=1. The yield is 0.260. (2) The reactants are F[C:2]1[C:7]([C:8]([N:10]2[CH2:15][CH2:14][N:13]([C:16]([O:18][C:19]([CH3:22])([CH3:21])[CH3:20])=[O:17])[CH2:12][CH:11]2[CH2:23][OH:24])=[O:9])=[CH:6][CH:5]=[C:4]([F:25])[N:3]=1.[H-].[Na+]. The catalyst is CN(C)C=O. The product is [F:25][C:4]1[CH:5]=[CH:6][C:7]2[C:8](=[O:9])[N:10]3[CH2:15][CH2:14][N:13]([C:16]([O:18][C:19]([CH3:22])([CH3:21])[CH3:20])=[O:17])[CH2:12][CH:11]3[CH2:23][O:24][C:2]=2[N:3]=1. The yield is 0.254. (3) The reactants are [O:1]=[C:2]1[NH:11][C:10]2[N:9]=[CH:8][CH:7]=[C:6]([O:12][C:13]3[CH:22]=[C:21]4[C:16]([CH2:17][CH2:18][CH:19]([C:23](O)=[O:24])[CH2:20]4)=[CH:15][CH:14]=3)[C:5]=2[CH:4]=[CH:3]1.C(N(C(C)C)CC)(C)C.CN(C(ON1N=NC2C=CC=NC1=2)=[N+](C)C)C.F[P-](F)(F)(F)(F)F.[NH2:59][C:60]1[CH:61]=[C:62]([CH:72]=[C:73]([C:75]([F:78])([F:77])[F:76])[CH:74]=1)[CH2:63][NH:64][C:65](=[O:71])[O:66][C:67]([CH3:70])([CH3:69])[CH3:68]. The catalyst is CN(C=O)C.O. The product is [O:1]=[C:2]1[NH:11][C:10]2[N:9]=[CH:8][CH:7]=[C:6]([O:12][C:13]3[CH:22]=[C:21]4[C:16]([CH2:17][CH2:18][CH:19]([C:23]([NH:59][C:60]5[CH:61]=[C:62]([CH:72]=[C:73]([C:75]([F:76])([F:77])[F:78])[CH:74]=5)[CH2:63][NH:64][C:65](=[O:71])[O:66][C:67]([CH3:70])([CH3:69])[CH3:68])=[O:24])[CH2:20]4)=[CH:15][CH:14]=3)[C:5]=2[CH:4]=[CH:3]1. The yield is 0.750.